From a dataset of Forward reaction prediction with 1.9M reactions from USPTO patents (1976-2016). Predict the product of the given reaction. (1) Given the reactants [CH3:1][C:2]1[CH:3]=[C:4]([N:11]=[C:12]2[S:16][CH2:15][C:14]3([CH2:20][CH2:19][CH2:18][CH2:17]3)[NH:13]2)[CH:5]=[CH:6][C:7]=1[N+:8]([O-:10])=[O:9].[CH:21]1(Br)[CH2:25][CH2:24][CH2:23][CH2:22]1, predict the reaction product. The product is: [CH3:1][C:2]1[CH:3]=[C:4]([N:11]=[C:12]2[S:16][CH2:15][C:14]3([CH2:17][CH2:18][CH2:19][CH2:20]3)[N:13]2[CH:21]2[CH2:25][CH2:24][CH2:23][CH2:22]2)[CH:5]=[CH:6][C:7]=1[N+:8]([O-:10])=[O:9]. (2) Given the reactants Br[C:2]1[C:3]2[N:4]([N:8]=[C:9]([NH2:11])[N:10]=2)[CH:5]=[CH:6][CH:7]=1.[N:12]1[CH:17]=[CH:16][C:15](B(O)O)=[CH:14][CH:13]=1, predict the reaction product. The product is: [N:12]1[CH:17]=[CH:16][C:15]([C:2]2[C:3]3[N:4]([N:8]=[C:9]([NH2:11])[N:10]=3)[CH:5]=[CH:6][CH:7]=2)=[CH:14][CH:13]=1. (3) Given the reactants Br[C:2]1[CH:14]=[CH:13][C:12]2[C:11]3[C:6](=[CH:7][C:8]([Br:15])=[CH:9][CH:10]=3)[C:5]([CH3:17])([CH3:16])[C:4]=2[CH:3]=1.[C:18]1([N:24]([C:34]2[CH:39]=[CH:38][CH:37]=[CH:36][CH:35]=2)[C:25]2[CH:26]=[C:27](B(O)O)[CH:28]=[CH:29][CH:30]=2)[CH:23]=[CH:22][CH:21]=[CH:20][CH:19]=1.C([O-])([O-])=O.[K+].[K+], predict the reaction product. The product is: [Br:15][C:8]1[CH:7]=[C:6]2[C:11]([C:12]3[CH:13]=[CH:14][C:2]([C:29]4[CH:30]=[C:25]([CH:26]=[CH:27][CH:28]=4)[N:24]([C:34]4[CH:35]=[CH:36][CH:37]=[CH:38][CH:39]=4)[C:18]4[CH:23]=[CH:22][CH:21]=[CH:20][CH:19]=4)=[CH:3][C:4]=3[C:5]2([CH3:16])[CH3:17])=[CH:10][CH:9]=1. (4) Given the reactants [C:1]([C:3]1[CH:12]=[CH:11][CH:10]=[C:9]2[C:4]=1[CH:5]=[C:6]([C:23]1[CH:28]=[CH:27][CH:26]=[CH:25][N:24]=1)[C:7]([CH:13]([NH:15]C(=O)OC(C)(C)C)[CH3:14])=[N:8]2)#[N:2].FC(F)(F)C(O)=O, predict the reaction product. The product is: [NH2:15][CH:13]([C:7]1[C:6]([C:23]2[CH:28]=[CH:27][CH:26]=[CH:25][N:24]=2)=[CH:5][C:4]2[C:3]([C:1]#[N:2])=[CH:12][CH:11]=[CH:10][C:9]=2[N:8]=1)[CH3:14]. (5) Given the reactants [NH2:1][CH2:2][CH2:3][O:4][CH2:5][CH2:6][O:7][CH2:8][CH2:9][NH:10][S:11]([C:14]1[CH:19]=[CH:18][CH:17]=[C:16]([CH:20]2[C:29]3[C:24](=[C:25]([Cl:31])[CH:26]=[C:27]([Cl:30])[CH:28]=3)[CH2:23][N:22]([CH3:32])[CH2:21]2)[CH:15]=1)(=[O:13])=[O:12].[CH2:33]([N:35]([CH2:38][CH3:39])[CH2:36][CH3:37])C.C(O[N:48]1[C:52](=[O:53])[CH2:51][CH2:50][C:49]1=[O:54])(=O)CCC([O-])=O, predict the reaction product. The product is: [Cl:30][C:27]1[CH:28]=[C:29]2[C:24](=[C:25]([Cl:31])[CH:26]=1)[CH2:23][N:22]([CH3:32])[CH2:21][CH:20]2[C:16]1[CH:15]=[C:14]([S:11]([NH:10][CH2:9][CH2:8][O:7][CH2:6][CH2:5][O:4][CH2:3][CH2:2][NH:1][C:49](=[O:54])[CH2:50][CH2:51][C:52]([NH:48][CH2:2][CH2:3][O:4][CH2:5][CH2:6][O:7][CH2:8][CH2:9][NH:10][S:11]([C:14]2[CH:19]=[CH:18][CH:17]=[C:16]([CH:37]3[C:29]4[C:39](=[C:25]([Cl:31])[CH:26]=[C:27]([Cl:30])[CH:28]=4)[CH2:38][N:35]([CH3:33])[CH2:36]3)[CH:15]=2)(=[O:13])=[O:12])=[O:53])(=[O:13])=[O:12])[CH:19]=[CH:18][CH:17]=1. (6) Given the reactants [C:1]([NH:5][S:6]([C:9]1[C:18]2[C:13](=[CH:14][CH:15]=[CH:16][CH:17]=2)[C:12]([C:19]([O:21]C)=[O:20])=[CH:11][CH:10]=1)(=[O:8])=[O:7])([CH3:4])([CH3:3])[CH3:2].O[Li].O, predict the reaction product. The product is: [C:1]([NH:5][S:6]([C:9]1[C:18]2[C:13](=[CH:14][CH:15]=[CH:16][CH:17]=2)[C:12]([C:19]([OH:21])=[O:20])=[CH:11][CH:10]=1)(=[O:8])=[O:7])([CH3:4])([CH3:2])[CH3:3].